This data is from Catalyst prediction with 721,799 reactions and 888 catalyst types from USPTO. The task is: Predict which catalyst facilitates the given reaction. (1) Reactant: [CH3:1][O:2][Si:3]([CH2:8][CH2:9][CH2:10][N:11]([CH3:13])[CH3:12])([O:6][CH3:7])[O:4][CH3:5].[C:14](OCC)(=O)C.[CH3:20][S:21]([O:24]C)(=[O:23])=[O:22]. Product: [CH3:20][S:21]([O-:24])(=[O:23])=[O:22].[CH3:1][O:2][Si:3]([CH2:8][CH2:9][CH2:10][N+:11]([CH3:14])([CH3:13])[CH3:12])([O:4][CH3:5])[O:6][CH3:7]. The catalyst class is: 8. (2) Reactant: C(O[CH:5]([CH2:12][CH3:13])[CH:6]([N+]([O-])=O)[CH2:7][CH3:8])(=O)C.[N+:14]([CH2:16][C:17]([O:19][CH2:20][CH3:21])=[O:18])#[C-:15].C1CCN2C(=NCCC2)CC1.Cl. Product: [CH2:12]([C:5]1[C:6]([CH2:7][CH3:8])=[CH:15][NH:14][C:16]=1[C:17]([O:19][CH2:20][CH3:21])=[O:18])[CH3:13]. The catalyst class is: 1. (3) Reactant: [NH2:1][C:2]1([C:18]([O:20][CH2:21][CH3:22])=[O:19])[CH2:6][CH2:5][CH:4]([C:7]2[CH:16]=[CH:15][C:14]3[C:13](=O)[CH2:12][CH2:11][CH2:10][C:9]=3[CH:8]=2)[CH2:3]1.N1C=CC=CC=1.[CH2:29]([O:37][NH2:38])[CH2:30][C:31]1[CH:36]=[CH:35][CH:34]=[CH:33][CH:32]=1.C([O-])(O)=O.[Na+]. Product: [NH2:1][C:2]1([C:18]([O:20][CH2:21][CH3:22])=[O:19])[CH2:6][CH2:5][CH:4]([C:7]2[CH:16]=[CH:15][C:14]3/[C:13](=[N:38]/[O:37][CH2:29][CH2:30][C:31]4[CH:36]=[CH:35][CH:34]=[CH:33][CH:32]=4)/[CH2:12][CH2:11][CH2:10][C:9]=3[CH:8]=2)[CH2:3]1. The catalyst class is: 8. (4) Reactant: [NH2:1][C:2]1[N:3]=[CH:4][C:5]2[S:10][C:9](=[O:11])[N:8]([CH:12]3[O:20][CH:19]4[CH:14]([O:15][Si:16]([C:25]([CH3:28])([CH3:27])[CH3:26])([C:21]([CH3:24])([CH3:23])[CH3:22])[O:17][CH2:18]4)[CH:13]3[OH:29])[C:6]=2[N:7]=1.C[C:31]([N:33]([CH3:35])[CH3:34])=O.[CH3:31][N:33]([CH:35]=O)[CH3:34]. Product: [C:21]([Si:16]1([C:25]([CH3:28])([CH3:27])[CH3:26])[O:15][CH:14]2[CH:13]([OH:29])[CH:12]([N:8]3[C:6]4[N:7]=[C:2]([N:1]=[CH:31][N:33]([CH3:35])[CH3:34])[N:3]=[CH:4][C:5]=4[S:10][C:9]3=[O:11])[O:20][CH:19]2[CH2:18][O:17]1)([CH3:22])([CH3:23])[CH3:24]. The catalyst class is: 5. (5) Reactant: [CH2:1]([N:3]([CH2:18][CH3:19])[C:4]1[CH:9]=[CH:8][C:7]([NH:10][C:11]2[CH:16]=[C:15]([NH2:17])[N:14]=[CH:13][N:12]=2)=[CH:6][CH:5]=1)[CH3:2].[F:20][C:21]1[CH:26]=[CH:25][CH:24]=[C:23]([F:27])[C:22]=1[N:28]=[C:29]=[O:30]. Product: [CH2:18]([N:3]([CH2:1][CH3:2])[C:4]1[CH:5]=[CH:6][C:7]([NH:10][C:11]2[N:12]=[CH:13][N:14]=[C:15]([NH:17][C:29]([NH:28][C:22]3[C:23]([F:27])=[CH:24][CH:25]=[CH:26][C:21]=3[F:20])=[O:30])[CH:16]=2)=[CH:8][CH:9]=1)[CH3:19]. The catalyst class is: 12. (6) Reactant: [NH2:1][C:2]1[S:3][C:4]2[C:10](=[O:11])[CH2:9][CH2:8][CH2:7][C:5]=2[N:6]=1.C1CCN2C(=NCCC2)CC1.N1([C:28](=[O:33])[CH2:29][CH2:30][O:31][CH3:32])C=CN=C1. Product: [CH3:32][O:31][CH2:30][CH2:29][C:28]([NH:1][C:2]1[S:3][C:4]2[C:10](=[O:11])[CH2:9][CH2:8][CH2:7][C:5]=2[N:6]=1)=[O:33]. The catalyst class is: 10. (7) Product: [CH2:1]([C@H:8]1[CH2:12][O:11][C:10](=[O:13])[N:9]1[CH2:21][C:22]1[CH:27]=[C:26]([C:28]([F:31])([F:30])[F:29])[CH:25]=[CH:24][C:23]=1[C:32]1[CH:33]=[C:34]([C:40]2[CH:45]=[CH:44][C:43]([C:46]([OH:48])=[O:47])=[CH:42][C:41]=2[CH3:50])[CH:35]=[CH:36][C:37]=1[O:38][CH3:39])[C:2]1[CH:3]=[CH:4][CH:5]=[CH:6][CH:7]=1. The catalyst class is: 3. Reactant: [CH2:1]([C@H:8]1[CH2:12][O:11][C:10](=[O:13])[NH:9]1)[C:2]1[CH:7]=[CH:6][CH:5]=[CH:4][CH:3]=1.CC([O-])(C)C.[K+].Br[CH2:21][C:22]1[CH:27]=[C:26]([C:28]([F:31])([F:30])[F:29])[CH:25]=[CH:24][C:23]=1[C:32]1[CH:33]=[C:34]([C:40]2[CH:45]=[CH:44][C:43]([C:46]([O:48]C)=[O:47])=[CH:42][C:41]=2[CH3:50])[CH:35]=[CH:36][C:37]=1[O:38][CH3:39]. (8) Reactant: [CH2:1]([N:3]1[C:10]2[CH:11]=[CH:12][C:13]([N+:15]([O-])=O)=[CH:14][C:9]=2[O:8][C:5]2([CH2:7][CH2:6]2)[C:4]1=[O:18])[CH3:2].[Sn](Cl)Cl. Product: [NH2:15][C:13]1[CH:12]=[CH:11][C:10]2[N:3]([CH2:1][CH3:2])[C:4](=[O:18])[C:5]3([O:8][C:9]=2[CH:14]=1)[CH2:6][CH2:7]3. The catalyst class is: 8. (9) Reactant: Br[C:2]1[CH:10]=[CH:9][CH:8]=[CH:7][C:3]=1[C:4](O)=[O:5].CC[N:13]=C=NCCCN(C)C.C1C=CC2N(O)N=NC=2C=1.CN1CCOCC1.NCC(N[C@H](B1O[C@@H]2C[C@@H]3C[C@H]([C@]2(C)O1)C3(C)C)CC(C)C)=O. Product: [C:4]([NH2:13])(=[O:5])[C:3]1[CH:7]=[CH:8][CH:9]=[CH:10][CH:2]=1. The catalyst class is: 2. (10) Reactant: Br[C:2]1[CH:7]=[CH:6][C:5]([C:8]2[CH:13]=[CH:12][C:11]([N:14]3[CH:18]=[CH:17][CH:16]=[N:15]3)=[CH:10][CH:9]=2)=[CH:4][CH:3]=1.[B:19]1([B:19]2[O:23][C:22]([CH3:25])([CH3:24])[C:21]([CH3:27])([CH3:26])[O:20]2)[O:23][C:22]([CH3:25])([CH3:24])[C:21]([CH3:27])([CH3:26])[O:20]1.C([O-])(=O)C.[K+]. Product: [CH3:26][C:21]1([CH3:27])[C:22]([CH3:25])([CH3:24])[O:23][B:19]([C:2]2[CH:7]=[CH:6][C:5]([C:8]3[CH:13]=[CH:12][C:11]([N:14]4[CH:18]=[CH:17][CH:16]=[N:15]4)=[CH:10][CH:9]=3)=[CH:4][CH:3]=2)[O:20]1. The catalyst class is: 225.